Dataset: Full USPTO retrosynthesis dataset with 1.9M reactions from patents (1976-2016). Task: Predict the reactants needed to synthesize the given product. (1) The reactants are: [Cl:1][C:2]1[CH:10]=[CH:9][C:8]([CH3:11])=[CH:7][C:3]=1[C:4]([NH2:6])=[O:5].C1C(=O)N([Br:19])C(=O)C1.CC(N=NC(C#N)(C)C)(C#N)C. Given the product [Br:19][CH2:11][C:8]1[CH:9]=[CH:10][C:2]([Cl:1])=[C:3]([CH:7]=1)[C:4]([NH2:6])=[O:5], predict the reactants needed to synthesize it. (2) Given the product [F:26][C:21]1[CH:22]=[C:23]([F:25])[CH:24]=[C:2]([F:1])[C:3]=1[C:4]([NH:6][C:7]1[CH:12]=[CH:11][CH:10]=[C:9]([C:13]([CH:15]2[CH2:16][CH2:17][N:18]([CH2:27][CH2:28][CH3:29])[CH2:19][CH2:20]2)=[O:14])[N:8]=1)=[O:5], predict the reactants needed to synthesize it. The reactants are: [F:1][C:2]1[CH:24]=[C:23]([F:25])[CH:22]=[C:21]([F:26])[C:3]=1[C:4]([NH:6][C:7]1[CH:12]=[CH:11][CH:10]=[C:9]([C:13]([CH:15]2[CH2:20][CH2:19][NH:18][CH2:17][CH2:16]2)=[O:14])[N:8]=1)=[O:5].[CH:27](=O)[CH2:28][CH3:29].[Na].C(O)(=O)C. (3) Given the product [O:11]=[C:12]1[CH2:19][CH2:18][CH:17]2[CH2:20][CH:13]1[CH2:14][N:15]([C:21]([O:23][CH2:24][CH3:25])=[O:22])[CH2:16]2, predict the reactants needed to synthesize it. The reactants are: C(Cl)(=O)C(Cl)=O.CS(C)=O.[OH:11][CH:12]1[CH2:19][CH2:18][CH:17]2[CH2:20][CH:13]1[CH2:14][N:15]([C:21]([O:23][CH2:24][CH3:25])=[O:22])[CH2:16]2.C(N(CC)CC)C. (4) Given the product [C:15]([O:14][C:13](=[O:19])[N:12]([CH2:20][CH2:21][CH:22]([O:27][C:2]1[C:3]([C:4]#[N:5])=[CH:6][CH:7]=[C:8]([CH3:10])[N:9]=1)[C:23]([F:26])([F:25])[F:24])[CH3:11])([CH3:18])([CH3:16])[CH3:17], predict the reactants needed to synthesize it. The reactants are: Cl[C:2]1[N:9]=[C:8]([CH3:10])[CH:7]=[CH:6][C:3]=1[C:4]#[N:5].[CH3:11][N:12]([CH2:20][CH2:21][CH:22]([OH:27])[C:23]([F:26])([F:25])[F:24])[C:13](=[O:19])[O:14][C:15]([CH3:18])([CH3:17])[CH3:16].C(=O)([O-])[O-].[Cs+].[Cs+].